Binary Classification. Given a miRNA mature sequence and a target amino acid sequence, predict their likelihood of interaction. From a dataset of Experimentally validated miRNA-target interactions with 360,000+ pairs, plus equal number of negative samples. The miRNA is hsa-miR-374b-3p with sequence CUUAGCAGGUUGUAUUAUCAUU. The protein sequence of the target gene is MSKIRRKVTVENTKTISDSTSRRPSVFERLGPSTGSTAETQCRNWLKTGNCLYGNTCRFVHGPSPRGKGYSSNYRRSPERPTGDLRERMKNKRQDVDTEPQKRNTEESSSPVRKESSRGRHREKEDIKITKERTPESEEENVEWETNRDDSDNGDINYDYVHELSLEMKRQKIQRELMKLEQENMEKREEIIIKKEVSPEVVRSKLSPSPSLRKSSKSPKRKSSPKSSSASKKDRKTSAVSSPLLDQQRNSKTNQSKKKGPRTPSPPPPIPEDIALGKKYKEKYKVKDRIEEKTRDGKDR.... Result: 1 (interaction).